This data is from Forward reaction prediction with 1.9M reactions from USPTO patents (1976-2016). The task is: Predict the product of the given reaction. (1) Given the reactants [CH3:1][O:2][C:3](=[O:21])[C@H:4]([CH2:13][C:14]1[CH:19]=[CH:18][C:17]([OH:20])=[CH:16][CH:15]=1)[NH:5][C:6]([O:8][C:9]([CH3:12])([CH3:11])[CH3:10])=[O:7].[H-].[Na+].Cl[C:25]1[N:30]=[CH:29][CH:28]=[CH:27][N:26]=1, predict the reaction product. The product is: [CH3:1][O:2][C:3](=[O:21])[C@H:4]([CH2:13][C:14]1[CH:19]=[CH:18][C:17]([O:20][C:25]2[N:30]=[CH:29][CH:28]=[CH:27][N:26]=2)=[CH:16][CH:15]=1)[NH:5][C:6]([O:8][C:9]([CH3:12])([CH3:10])[CH3:11])=[O:7]. (2) Given the reactants [CH3:1][C:2]1[CH:35]=[CH:34][C:5]([CH2:6][N:7]2[C:12](=[N:13][C:14]3[CH:19]=[CH:18][C:17]([O:20][CH:21]([CH3:23])[CH3:22])=[C:16](Br)[CH:15]=3)[NH:11][C:10](=[O:25])[N:9]([CH2:26][C@@H:27]([C:29]([O:31][CH3:32])=[O:30])[CH3:28])[C:8]2=[O:33])=[CH:4][CH:3]=1.[CH:36](B1OC(C)(C)C(C)(C)O1)=[CH2:37].C1COCC1.C(=O)([O-])[O-].[K+].[K+], predict the reaction product. The product is: [CH3:1][C:2]1[CH:35]=[CH:34][C:5]([CH2:6][N:7]2[C:12](=[N:13][C:14]3[CH:19]=[CH:18][C:17]([O:20][CH:21]([CH3:23])[CH3:22])=[C:16]([CH:36]=[CH2:37])[CH:15]=3)[NH:11][C:10](=[O:25])[N:9]([CH2:26][C@@H:27]([C:29]([O:31][CH3:32])=[O:30])[CH3:28])[C:8]2=[O:33])=[CH:4][CH:3]=1. (3) Given the reactants [CH3:1][S:2]([OH:5])(=[O:4])=[O:3].C(OC(=O)[NH:12][CH2:13][C:14]([NH:16][CH2:17][C:18]#[N:19])=[O:15])(C)(C)C, predict the reaction product. The product is: [CH3:1][S:2]([OH:5])(=[O:4])=[O:3].[NH2:12][CH2:13][C:14]([NH:16][CH2:17][C:18]#[N:19])=[O:15]. (4) Given the reactants [NH:1]1[CH2:5][CH2:4][CH2:3][CH2:2]1.[BH3-]C#N.[Na+].[CH:10]([C:12]1[N:17]=[CH:16][C:15]([CH2:18][CH2:19][NH:20][C:21]([C:23]2[CH:28]=[CH:27][C:26]([C:29]3[CH:34]=[CH:33][C:32]([Cl:35])=[CH:31][CH:30]=3)=[CH:25][CH:24]=2)=[O:22])=[CH:14][CH:13]=1)=O.OS([O-])(=O)=O.[K+].C([O-])([O-])=O.[Na+].[Na+], predict the reaction product. The product is: [N:1]1([CH2:10][C:12]2[N:17]=[CH:16][C:15]([CH2:18][CH2:19][NH:20][C:21]([C:23]3[CH:28]=[CH:27][C:26]([C:29]4[CH:30]=[CH:31][C:32]([Cl:35])=[CH:33][CH:34]=4)=[CH:25][CH:24]=3)=[O:22])=[CH:14][CH:13]=2)[CH2:5][CH2:4][CH2:3][CH2:2]1. (5) Given the reactants [Cl:1][C:2]1[CH:3]=[C:4]([CH:19]=[CH:20][C:21]=1[Cl:22])[CH2:5][N:6]1[CH2:11][CH2:10][N:9]([C:12]2[CH:17]=[CH:16][CH:15]=[CH:14][C:13]=2[NH2:18])[CH2:8][CH2:7]1.[CH3:23][C:24]1[CH:32]=[CH:31][C:27]([C:28](Cl)=[O:29])=[CH:26][CH:25]=1, predict the reaction product. The product is: [Cl:1][C:2]1[CH:3]=[C:4]([CH:19]=[CH:20][C:21]=1[Cl:22])[CH2:5][N:6]1[CH2:7][CH2:8][N:9]([C:12]2[CH:17]=[CH:16][CH:15]=[CH:14][C:13]=2[NH:18][C:28](=[O:29])[C:27]2[CH:31]=[CH:32][C:24]([CH3:23])=[CH:25][CH:26]=2)[CH2:10][CH2:11]1. (6) Given the reactants [CH2:1]([O:8][C:9](=[O:27])[C@@H:10]([NH:19][C:20]([O:22]C(C)(C)C)=O)[CH2:11][CH2:12][C:13]1[CH:18]=[CH:17][CH:16]=[CH:15][CH:14]=1)[C:2]1[CH:7]=[CH:6][CH:5]=[CH:4][CH:3]=1.FC(F)(F)C(O)=O.C(N(CC)C(C)C)(C)C.[C:44]([NH:51][C@H:52](C(O)=O)[CH3:53])([O:46][C:47]([CH3:50])([CH3:49])[CH3:48])=[O:45].CN(C(ON1N=NC2C=CC=NC1=2)=[N+](C)C)C.F[P-](F)(F)(F)(F)F, predict the reaction product. The product is: [CH2:1]([O:8][C:9](=[O:27])[C@@H:10]([NH:19][C:20](=[O:22])[C@@H:52]([NH:51][C:44]([O:46][C:47]([CH3:50])([CH3:49])[CH3:48])=[O:45])[CH3:53])[CH2:11][CH2:12][C:13]1[CH:14]=[CH:15][CH:16]=[CH:17][CH:18]=1)[C:2]1[CH:3]=[CH:4][CH:5]=[CH:6][CH:7]=1. (7) Given the reactants [Cl:1][C:2]1[CH:3]=[C:4]([CH:9]2[C:18]3[C:13](=[CH:14][CH:15]=[CH:16][CH:17]=3)[C:12](=[N:19][CH3:20])[CH2:11][CH2:10]2)[CH:5]=[CH:6][C:7]=1[Cl:8].C1(C)C=CC=CC=1.[H][H], predict the reaction product. The product is: [CH3:20][NH:19][C@@H:12]1[C:13]2[CH:14]=[CH:15][CH:16]=[CH:17][C:18]=2[C@H:9]([C:4]2[CH:5]=[CH:6][C:7]([Cl:8])=[C:2]([Cl:1])[CH:3]=2)[CH2:10][CH2:11]1. (8) Given the reactants [CH2:1]([O:3][C:4](=[O:7])[CH2:5]Br)[CH3:2].[CH:8]1([NH2:11])[CH2:10][CH2:9]1, predict the reaction product. The product is: [CH2:1]([O:3][C:4](=[O:7])[CH2:5][NH:11][CH:8]1[CH2:10][CH2:9]1)[CH3:2]. (9) The product is: [F:27][C:28]1[C:32]([C:33]2[CH:34]=[N:35][C:36]([CH3:39])=[CH:37][CH:38]=2)=[N:31][NH:30][C:29]=1[NH:40][C:5](=[O:7])[CH2:4][CH2:3][CH2:8][N:9]1[CH2:14][CH2:13][CH2:12][CH2:11]1. Given the reactants Cl.C[CH:3]([CH2:8][N:9]1[CH2:14][CH2:13][CH2:12][CH2:11]C1)[CH2:4][C:5]([OH:7])=O.C1N=CN(C(N2C=NC=C2)=O)C=1.[F:27][C:28]1[C:32]([C:33]2[CH:34]=[N:35][C:36]([CH3:39])=[CH:37][CH:38]=2)=[N:31][NH:30][C:29]=1[NH2:40].Cl.CO, predict the reaction product. (10) Given the reactants [Br:1][C:2]1[CH:3]=[C:4]([C:12]([O:14]C)=[O:13])[CH:5]=[C:6]([CH:11]=1)[C:7]([O:9][CH3:10])=[O:8].[OH-].[Na+], predict the reaction product. The product is: [Br:1][C:2]1[CH:3]=[C:4]([CH:5]=[C:6]([C:7]([O:9][CH3:10])=[O:8])[CH:11]=1)[C:12]([OH:14])=[O:13].